This data is from Catalyst prediction with 721,799 reactions and 888 catalyst types from USPTO. The task is: Predict which catalyst facilitates the given reaction. (1) Reactant: C(OC(=O)[NH:7][C:8]1[CH:13]=[C:12]([O:14][CH2:15][CH3:16])[CH:11]=[CH:10][C:9]=1[NH:17][C:18](=[O:34])[CH2:19][C:20](=O)[C:21]1[CH:26]=[CH:25][CH:24]=[C:23]([C:27]2[CH:28]=[N:29][CH:30]=[CH:31][CH:32]=2)[CH:22]=1)(C)(C)C.C(O)(C(F)(F)F)=O. Product: [CH2:15]([O:14][C:12]1[CH:11]=[CH:10][C:9]2[NH:17][C:18](=[O:34])[CH2:19][C:20]([C:21]3[CH:26]=[CH:25][CH:24]=[C:23]([C:27]4[CH:28]=[N:29][CH:30]=[CH:31][CH:32]=4)[CH:22]=3)=[N:7][C:8]=2[CH:13]=1)[CH3:16]. The catalyst class is: 2. (2) Reactant: [O:1]([C:3]1[CH:9]=[CH:8][C:7]([N+:10]([O-:12])=[O:11])=[CH:6][C:4]=1[NH2:5])[CH3:2].[C:13](OC(=O)C)(=[O:15])C. Product: [O:1]([C:3]1[CH:9]=[CH:8][C:7]([N+:10]([O-:12])=[O:11])=[CH:6][C:4]=1[NH:5][CH:13]=[O:15])[CH3:2]. The catalyst class is: 106. (3) Reactant: [NH2:1][C:2]1[N:6]([C:7]2[CH:12]=[CH:11][C:10]([F:13])=[CH:9][CH:8]=2)[N:5]=[CH:4][C:3]=1[C:14]([NH:16][CH2:17][C:18]([CH2:24][NH:25][CH2:26][CH2:27][F:28])([OH:23])[C:19]([F:22])([F:21])[F:20])=[O:15].[F:29][C:30]1[CH:38]=[CH:37][CH:36]=[CH:35][C:31]=1[C:32](Cl)=[O:33].C(N(C(C)C)CC)(C)C. Product: [NH2:1][C:2]1[N:6]([C:7]2[CH:12]=[CH:11][C:10]([F:13])=[CH:9][CH:8]=2)[N:5]=[CH:4][C:3]=1[C:14]([NH:16][CH2:17][C:18]([CH2:24][N:25]([CH2:26][CH2:27][F:28])[C:32]([C:31]1[CH:35]=[CH:36][CH:37]=[CH:38][C:30]=1[F:29])=[O:33])([OH:23])[C:19]([F:21])([F:22])[F:20])=[O:15]. The catalyst class is: 4. (4) Reactant: [CH2:1]([O:3][C:4]([C@H:6]1[CH2:10][CH2:9][CH2:8][N:7]1[C:11](=[O:20])[CH2:12][C:13]1[CH:18]=[CH:17][CH:16]=[C:15]([OH:19])[CH:14]=1)=[O:5])[CH3:2].C(=O)([O-])[O-].[K+].[K+].Cl[CH2:28][C:29]1[N:30]=[C:31]([C:35]2[CH:40]=[CH:39][CH:38]=[CH:37][CH:36]=2)[O:32][C:33]=1[CH3:34]. Product: [CH2:1]([O:3][C:4]([C@H:6]1[CH2:10][CH2:9][CH2:8][N:7]1[C:11](=[O:20])[CH2:12][C:13]1[CH:18]=[CH:17][CH:16]=[C:15]([O:19][CH2:28][C:29]2[N:30]=[C:31]([C:35]3[CH:40]=[CH:39][CH:38]=[CH:37][CH:36]=3)[O:32][C:33]=2[CH3:34])[CH:14]=1)=[O:5])[CH3:2]. The catalyst class is: 3. (5) Reactant: [O:1]=[C:2]1[C:10]([C:11]([OH:13])=O)=[C:5]2[CH2:6][CH2:7][CH2:8][CH2:9][N:4]2[N:3]1[C:14]1[CH:19]=[CH:18][CH:17]=[CH:16][CH:15]=1.[NH2:20][C:21]1[CH:37]=[CH:36][C:24]([O:25][C:26]2[CH:31]=[CH:30][N:29]=[C:28]([C:32]([NH2:34])=[O:33])[C:27]=2[Cl:35])=[C:23]([F:38])[CH:22]=1.C1C=NC2N(O)N=NC=2C=1.CCN=C=NCCCN(C)C. Product: [C:32]([C:28]1[C:27]([Cl:35])=[C:26]([O:25][C:24]2[CH:36]=[CH:37][C:21]([NH:20][C:11]([C:10]3[C:2](=[O:1])[N:3]([C:14]4[CH:15]=[CH:16][CH:17]=[CH:18][CH:19]=4)[N:4]4[CH2:9][CH2:8][CH2:7][CH2:6][C:5]=34)=[O:13])=[CH:22][C:23]=2[F:38])[CH:31]=[CH:30][N:29]=1)(=[O:33])[NH2:34]. The catalyst class is: 2. (6) The catalyst class is: 1. Reactant: [CH2:1]([C:3]1[N:4]=[C:5]([C:15]2[CH:20]=[CH:19][CH:18]=[CH:17][CH:16]=2)[C:6]([O:11]COC)=[C:7]([CH:10]=1)[CH:8]=[O:9])[CH3:2].Cl.C([O-])([O-])=O.[K+].[K+]. Product: [CH2:1]([C:3]1[N:4]=[C:5]([C:15]2[CH:20]=[CH:19][CH:18]=[CH:17][CH:16]=2)[C:6]([OH:11])=[C:7]([CH:10]=1)[CH:8]=[O:9])[CH3:2].